From a dataset of Reaction yield outcomes from USPTO patents with 853,638 reactions. Predict the reaction yield, written as a fraction of the theoretical maximum amount of product (1.0 means a 100% yield; for example, 0.34 means a 34% yield). (1) The reactants are [NH2:1][C:2]1[NH:3][C:4](=[O:13])[C:5]2[N:11]=[C:10]([Cl:12])[CH:9]=[CH:8][C:6]=2[N:7]=1.[C:14](OC(=O)C)(=[O:16])[CH3:15]. No catalyst specified. The product is [C:14]([NH:1][C:2]1[NH:3][C:4](=[O:13])[C:5]2[N:11]=[C:10]([Cl:12])[CH:9]=[CH:8][C:6]=2[N:7]=1)(=[O:16])[CH3:15]. The yield is 0.700. (2) The reactants are [NH2:1][CH2:2][CH2:3][NH:4][C:5](=[O:14])[O:6][CH2:7][C:8]1[CH:13]=[CH:12][CH:11]=[CH:10][CH:9]=1.N1C=CN=C1.[C:20](O)(=[O:28])[C:21]1[C:22](=[CH:24][CH:25]=[CH:26][CH:27]=1)[OH:23].C1CCC(N=C=NC2CCCCC2)CC1. The catalyst is C(OCC)(=O)C. The product is [OH:23][C:22]1[CH:24]=[CH:25][CH:26]=[CH:27][C:21]=1[C:20]([NH:1][CH2:2][CH2:3][NH:4][C:5](=[O:14])[O:6][CH2:7][C:8]1[CH:9]=[CH:10][CH:11]=[CH:12][CH:13]=1)=[O:28]. The yield is 0.660. (3) The reactants are [CH:1]1([NH:4][C:5]([C:7]2[CH:8]=[C:9]([F:31])[C:10]([CH3:30])=[C:11]([C:13]3[C:14]([C:27](O)=[O:28])=[CH:15][C:16]([C:19]([NH:21][CH2:22][C:23]([CH3:26])([CH3:25])[CH3:24])=[O:20])=[CH:17][CH:18]=3)[CH:12]=2)=[O:6])[CH2:3][CH2:2]1.CN(C(O[N:40]1N=[N:47][C:42]2[CH:43]=[CH:44][CH:45]=[CH:46][C:41]1=2)=[N+](C)C)C.F[P-](F)(F)(F)(F)F.CCN(CC)CC.NCCCCCC#N. The catalyst is CN(C=O)C. The product is [C:41]([CH2:46][CH2:45][CH2:44][CH2:43][CH2:42][NH:47][C:27]([C:14]1[C:13]([C:11]2[C:10]([CH3:30])=[C:9]([F:31])[CH:8]=[C:7]([C:5]([NH:4][CH:1]3[CH2:2][CH2:3]3)=[O:6])[CH:12]=2)=[CH:18][CH:17]=[C:16]([C:19]([NH:21][CH2:22][C:23]([CH3:25])([CH3:24])[CH3:26])=[O:20])[CH:15]=1)=[O:28])#[N:40]. The yield is 0.650. (4) The reactants are [C:1]([C:3]1[C:4]([CH:19]([C:23]2[CH:28]=[CH:27][C:26]([Cl:29])=[C:25]([Cl:30])[CH:24]=2)[CH2:20][CH:21]=C)=[C:5]([C:14]([O:16][CH2:17][CH3:18])=[O:15])[S:6][C:7]=1[N:8]1[CH2:13][CH2:12][O:11][CH2:10][CH2:9]1)#[N:2].I([O-])(=O)(=O)=[O:32].[Na+].N1C(C)=CC=CC=1C. The catalyst is O1CCOCC1.O.[Os](=O)(=O)(=O)=O. The product is [C:1]([C:3]1[C:4]([CH:19]([C:23]2[CH:28]=[CH:27][C:26]([Cl:29])=[C:25]([Cl:30])[CH:24]=2)[CH2:20][CH:21]=[O:32])=[C:5]([C:14]([O:16][CH2:17][CH3:18])=[O:15])[S:6][C:7]=1[N:8]1[CH2:13][CH2:12][O:11][CH2:10][CH2:9]1)#[N:2]. The yield is 0.435. (5) The reactants are Br[C:2]1[CH:3]=[C:4]([CH:7]=[CH:8][CH:9]=1)[CH:5]=[O:6].[C:10]([C:12]1[CH:13]=[CH:14][C:15]([OH:21])=[C:16](B(O)O)[CH:17]=1)#[N:11]. No catalyst specified. The product is [CH:5]([C:4]1[CH:3]=[C:2]([C:14]2[C:15]([OH:21])=[CH:16][CH:17]=[C:12]([C:10]#[N:11])[CH:13]=2)[CH:9]=[CH:8][CH:7]=1)=[O:6]. The yield is 1.00. (6) The reactants are [NH2:1][C:2]1[CH:3]=[CH:4][C:5]([CH2:8][C:9](OC)=[O:10])=[N:6][CH:7]=1.[H-].[Al+3].[Li+].[H-].[H-].[H-]. The yield is 0.220. The catalyst is C1COCC1. The product is [NH2:1][C:2]1[CH:3]=[CH:4][C:5]([CH2:8][CH2:9][OH:10])=[N:6][CH:7]=1.